This data is from Forward reaction prediction with 1.9M reactions from USPTO patents (1976-2016). The task is: Predict the product of the given reaction. (1) Given the reactants [CH3:1][O:2][C:3]1[N:8]=[CH:7][C:6]([NH2:9])=[CH:5][CH:4]=1.[C:10]([S-:12])#[N:11].[K+].BrBr, predict the reaction product. The product is: [CH3:1][O:2][C:3]1[N:8]=[C:7]2[S:12][C:10]([NH2:11])=[N:9][C:6]2=[CH:5][CH:4]=1. (2) The product is: [Br:1][CH2:2][CH2:3][C:4]1[CH:9]=[CH:8][CH:7]=[C:6]([O:10][C:4]([CH3:5])([CH3:9])[CH3:3])[CH:5]=1. Given the reactants [Br:1][CH2:2][CH2:3][C:4]1[CH:5]=[C:6]([OH:10])[CH:7]=[CH:8][CH:9]=1, predict the reaction product. (3) Given the reactants [F:1][C:2]1[CH:11]=[C:10]([C:12]2[N:17]=[C:16]3[N:18]([CH2:21][C:22]4[CH:23]=[C:24]5[C:29](=[CH:30][CH:31]=4)[N:28]=[CH:27][CH:26]=[CH:25]5)[N:19]=[N:20][C:15]3=[CH:14][CH:13]=2)[CH:9]=[C:8]([F:32])[C:3]=1[C:4]([O:6]C)=[O:5].[OH-].[Li+].C1COCC1.Cl, predict the reaction product. The product is: [F:32][C:8]1[CH:9]=[C:10]([C:12]2[N:17]=[C:16]3[N:18]([CH2:21][C:22]4[CH:23]=[C:24]5[C:29](=[CH:30][CH:31]=4)[N:28]=[CH:27][CH:26]=[CH:25]5)[N:19]=[N:20][C:15]3=[CH:14][CH:13]=2)[CH:11]=[C:2]([F:1])[C:3]=1[C:4]([OH:6])=[O:5]. (4) Given the reactants [Cl:1][C:2]1[CH:7]=[CH:6][C:5]([CH:8](O)[C:9]2[C:10]([C:16]([O:18][CH2:19][CH3:20])=[O:17])=[N:11][N:12]([CH3:15])[C:13]=2[CH3:14])=[CH:4][CH:3]=1.[CH3:22][O:23][C:24]1[CH:31]=[CH:30][C:27]([CH2:28][NH2:29])=[CH:26][CH:25]=1, predict the reaction product. The product is: [Cl:1][C:2]1[CH:7]=[CH:6][C:5]([CH:8]([NH:29][CH2:28][C:27]2[CH:30]=[CH:31][C:24]([O:23][CH3:22])=[CH:25][CH:26]=2)[C:9]2[C:10]([C:16]([O:18][CH2:19][CH3:20])=[O:17])=[N:11][N:12]([CH3:15])[C:13]=2[CH3:14])=[CH:4][CH:3]=1. (5) The product is: [Br:24][C:25]1[CH:26]=[CH:27][C:28]([OH:46])=[C:29]([C:31]2([CH2:9][OH:22])[C:39]3[C:34](=[CH:35][CH:36]=[CH:37][CH:38]=3)[N:33]([CH2:40][CH2:41][CH2:42][CH2:43][CH3:44])[C:32]2=[O:45])[CH:30]=1. Given the reactants FC1C=CC(O)=C(C2C3C(=CC=CC=3)N(CCCCC)[C:9]2=[O:22])C=1.[Br:24][C:25]1[CH:26]=[CH:27][C:28]([OH:46])=[C:29]([CH:31]2[C:39]3[C:34](=[CH:35][CH:36]=[CH:37][CH:38]=3)[N:33]([CH2:40][CH2:41][CH2:42][CH2:43][CH3:44])[C:32]2=[O:45])[CH:30]=1, predict the reaction product. (6) The product is: [Br:23][C:6]1[N:7]=[C:2]([Cl:1])[C:3]([NH:8][NH:9][C:10](=[O:15])[C:11]([F:12])([F:13])[F:14])=[N:4][CH:5]=1. Given the reactants [Cl:1][C:2]1[C:3]([NH:8][NH:9][C:10](=[O:15])[C:11]([F:14])([F:13])[F:12])=[N:4][CH:5]=[CH:6][N:7]=1.C1C(=O)N([Br:23])C(=O)C1, predict the reaction product. (7) Given the reactants [NH:1]1[C:5]([C:6]2[CH:11]=[CH:10][C:9]([N:12]3[CH2:17][CH2:16][C:15](=O)[CH2:14][CH2:13]3)=[CH:8][CH:7]=2)=[N:4][N:3]=[N:2]1.[NH2:19][CH2:20][C@@H:21]([C:23]1[CH:24]=[CH:25][C:26]([OH:34])=[C:27]([NH:29][S:30]([CH3:33])(=[O:32])=[O:31])[CH:28]=1)[OH:22], predict the reaction product. The product is: [OH:34][C:26]1[CH:25]=[CH:24][C:23]([CH:21]([OH:22])[CH2:20][NH:19][CH:15]2[CH2:16][CH2:17][N:12]([C:9]3[CH:10]=[CH:11][C:6]([C:5]4[NH:4][N:3]=[N:2][N:1]=4)=[CH:7][CH:8]=3)[CH2:13][CH2:14]2)=[CH:28][C:27]=1[NH:29][S:30]([CH3:33])(=[O:32])=[O:31]. (8) Given the reactants C[Si](C)(C)[N-][Si](C)(C)C.[K+].C1(C)C=CC=CC=1.[CH3:18][O:19][C:20]([CH:22]1[CH:26]([C@H:27]([CH3:30])[CH2:28]I)[CH2:25][N:24]([C:31]([O:33][CH2:34][C:35]2[CH:40]=[CH:39][CH:38]=[CH:37][CH:36]=2)=[O:32])[CH2:23]1)=[O:21].[Cl-].[NH4+], predict the reaction product. The product is: [CH3:18][O:19][C:20]([C@:22]12[CH2:28][CH:27]([CH3:30])[CH:26]1[CH2:25][N:24]([C:31]([O:33][CH2:34][C:35]1[CH:40]=[CH:39][CH:38]=[CH:37][CH:36]=1)=[O:32])[CH2:23]2)=[O:21].